From a dataset of Catalyst prediction with 721,799 reactions and 888 catalyst types from USPTO. Predict which catalyst facilitates the given reaction. (1) Reactant: [CH3:1][O:2][C:3]1[CH:4]=[C:5]([CH:11]=[CH:12][CH:13]=1)[O:6][CH2:7][C:8](O)=[O:9].C(Cl)[Cl:15].C(Cl)(=O)C(Cl)=O. Product: [CH3:1][O:2][C:3]1[CH:4]=[C:5]([CH:11]=[CH:12][CH:13]=1)[O:6][CH2:7][C:8]([Cl:15])=[O:9]. The catalyst class is: 3. (2) Reactant: [NH2:1][C:2]1[S:3][C:4]([C:25]2[CH:30]=[CH:29][N:28]=[C:27]([Cl:31])[N:26]=2)=[C:5]([C:7]2[CH:8]=[C:9]([N:13]([CH3:24])[C:14](=[O:23])[C:15]3[C:20]([F:21])=[CH:19][CH:18]=[CH:17][C:16]=3[F:22])[CH:10]=[CH:11][CH:12]=2)[N:6]=1.[NH2:32][C:33]1[CH:43]=[CH:42][C:36]2[NH:37][C:38](=[O:41])[CH2:39][O:40][C:35]=2[CH:34]=1. Product: [ClH:31].[NH2:1][C:2]1[S:3][C:4]([C:25]2[CH:30]=[CH:29][N:28]=[C:27]([NH:32][C:33]3[CH:43]=[CH:42][C:36]4[NH:37][C:38](=[O:41])[CH2:39][O:40][C:35]=4[CH:34]=3)[N:26]=2)=[C:5]([C:7]2[CH:8]=[C:9]([N:13]([CH3:24])[C:14](=[O:23])[C:15]3[C:20]([F:21])=[CH:19][CH:18]=[CH:17][C:16]=3[F:22])[CH:10]=[CH:11][CH:12]=2)[N:6]=1. The catalyst class is: 41. (3) Reactant: [Cl:1][C:2]1[CH:7]=[CH:6][C:5]([C:8]2([C:11]([OH:13])=O)[CH2:10][CH2:9]2)=[CH:4][CH:3]=1.C(OC(C)(C)C)(=O)[NH:15][NH2:16].Cl.C(N=C=NCCCN(C)C)C.O.ON1C2C=CC=CC=2N=N1.C(N(CC)CC)C. Product: [Cl:1][C:2]1[CH:7]=[CH:6][C:5]([C:8]2([C:11]([NH:15][NH2:16])=[O:13])[CH2:10][CH2:9]2)=[CH:4][CH:3]=1. The catalyst class is: 35.